The task is: Predict the product of the given reaction.. This data is from Forward reaction prediction with 1.9M reactions from USPTO patents (1976-2016). (1) Given the reactants [OH:1][C:2]1[CH:7]=[CH:6][C:5]([C:8]2[CH:13]=[CH:12][CH:11]=[CH:10][C:9]=2[CH3:14])=[CH:4][C:3]=1[CH:15]=[O:16].[OH:17][CH2:18][CH2:19][CH2:20]O.C1(C)C=CC(S(O)(=O)=O)=CC=1, predict the reaction product. The product is: [O:16]1[CH2:20][CH2:19][CH2:18][O:17][CH:15]1[C:3]1[CH:4]=[C:5]([C:8]2[CH:13]=[CH:12][CH:11]=[CH:10][C:9]=2[CH3:14])[CH:6]=[CH:7][C:2]=1[OH:1]. (2) Given the reactants [C:1]([C:3]1[CH:4]=[C:5]([C:13]([N:15]([CH2:17][CH:18]([C:22]2[CH:27]=[CH:26][C:25]([F:28])=[CH:24][CH:23]=2)[CH2:19][CH:20]=C)[CH3:16])=[O:14])[C:6]2[C:11]([CH:12]=1)=[CH:10][CH:9]=[CH:8][CH:7]=2)#[N:2].C[N+]1([O-])CC[O:33]CC1.S(=O)(O)[O-].[Na+].I([O-])(=O)(=O)=O.[Na+], predict the reaction product. The product is: [C:1]([C:3]1[CH:4]=[C:5]([C:13]([N:15]([CH2:17][CH:18]([C:22]2[CH:27]=[CH:26][C:25]([F:28])=[CH:24][CH:23]=2)[CH2:19][CH:20]=[O:33])[CH3:16])=[O:14])[C:6]2[C:11]([CH:12]=1)=[CH:10][CH:9]=[CH:8][CH:7]=2)#[N:2]. (3) Given the reactants Cl[C:2]1[C:7]([CH:8]=[O:9])=[C:6]([NH:10][CH:11]2[CH2:13][CH2:12]2)[N:5]=[C:4]([S:14][CH3:15])[N:3]=1.[F:16][C:17]1[CH:22]=[CH:21][CH:20]=[CH:19][C:18]=1B(O)O, predict the reaction product. The product is: [CH:11]1([NH:10][C:6]2[C:7]([CH:8]=[O:9])=[C:2]([C:18]3[CH:19]=[CH:20][CH:21]=[CH:22][C:17]=3[F:16])[N:3]=[C:4]([S:14][CH3:15])[N:5]=2)[CH2:13][CH2:12]1. (4) Given the reactants [NH:1]1[CH2:6][CH:5]=[C:4](/[C:7](/[C:16]2[CH:21]=[CH:20][C:19]([C:22]([F:25])([F:24])[F:23])=[CH:18][CH:17]=2)=[CH:8]/[CH:9]=[CH:10]/[C:11]([O:13][CH2:14][CH3:15])=[O:12])[CH2:3][CH2:2]1.C(N(CC)CC)C.[C:33](Cl)(=[O:35])[CH3:34].C(=O)([O-])O.[Na+], predict the reaction product. The product is: [C:33]([N:1]1[CH2:2][CH:3]=[C:4](/[C:7](/[C:16]2[CH:17]=[CH:18][C:19]([C:22]([F:23])([F:24])[F:25])=[CH:20][CH:21]=2)=[CH:8]/[CH:9]=[CH:10]/[C:11]([O:13][CH2:14][CH3:15])=[O:12])[CH2:5][CH2:6]1)(=[O:35])[CH3:34]. (5) Given the reactants C(O[C:4](=[C:11]1[C:19]2[C:14](=[CH:15][CH:16]=[C:17]([N+:20]([O-:22])=[O:21])[CH:18]=2)[NH:13][C:12]1=[O:23])[C:5]1[CH:10]=[CH:9][CH:8]=[CH:7][CH:6]=1)C.[CH2:24]([O:26][C:27]([CH2:29][N:30]([C:35]1[CH:41]=[CH:40][C:38]([NH2:39])=[CH:37][CH:36]=1)[S:31]([CH3:34])(=[O:33])=[O:32])=[O:28])[CH3:25], predict the reaction product. The product is: [CH2:24]([O:26][C:27]([CH2:29][N:30]([C:35]1[CH:36]=[CH:37][C:38]([NH:39]/[C:4](=[C:11]2\[C:12](=[O:23])[NH:13][C:14]3[C:19]\2=[CH:18][C:17]([N+:20]([O-:22])=[O:21])=[CH:16][CH:15]=3)/[C:5]2[CH:10]=[CH:9][CH:8]=[CH:7][CH:6]=2)=[CH:40][CH:41]=1)[S:31]([CH3:34])(=[O:33])=[O:32])=[O:28])[CH3:25]. (6) Given the reactants [OH:1][CH2:2][C@H:3]([NH:5][C:6]1[C:7]2[CH:30]=[CH:29][N:28](S(C3C=CC(C)=CC=3)(=O)=O)[C:8]=2[N:9]=[C:10]([NH:12][C:13]2[CH:18]=[CH:17][C:16]([N:19]3[CH2:24][CH2:23][N:22]([C:25](=[O:27])[CH3:26])[CH2:21][CH2:20]3)=[CH:15][CH:14]=2)[N:11]=1)[CH3:4].[OH-].[K+], predict the reaction product. The product is: [OH:1][CH2:2][C@H:3]([NH:5][C:6]1[C:7]2[CH:30]=[CH:29][NH:28][C:8]=2[N:9]=[C:10]([NH:12][C:13]2[CH:18]=[CH:17][C:16]([N:19]3[CH2:20][CH2:21][N:22]([C:25](=[O:27])[CH3:26])[CH2:23][CH2:24]3)=[CH:15][CH:14]=2)[N:11]=1)[CH3:4]. (7) Given the reactants C(N1CCC(O)C1)C1C=CC=CC=1.N1C=CC=CC=1.C(Cl)(=O)C1C=CC=CC=1.C([O-])(O)=O.[Na+].C([N:41]1[CH2:45][CH2:44][CH:43]([O:46][C:47](=[O:54])[C:48]2[CH:53]=[CH:52][CH:51]=[CH:50][CH:49]=2)[CH2:42]1)C1C=CC=CC=1.ClC(OC(Cl)C)=O, predict the reaction product. The product is: [C:47]([O:46][C@H:43]1[CH2:44][CH2:45][NH:41][CH2:42]1)(=[O:54])[C:48]1[CH:49]=[CH:50][CH:51]=[CH:52][CH:53]=1. (8) Given the reactants Br[C:2]1[CH:11]=[C:10]2[C:5]([CH:6]=[CH:7][C:8]([O:16][CH:17]3[CH2:22][CH2:21][CH:20]([CH3:23])[CH2:19][CH2:18]3)=[C:9]2[C:12]([F:15])([F:14])[F:13])=[CH:4][CH:3]=1.[CH3:24][O:25][C:26]([CH:28]1[CH2:35][CH:34]2[NH:36][CH:30]([CH2:31][CH2:32][CH2:33]2)[CH2:29]1)=[O:27].[C:37](=O)([O-])[O-:38].[K+].[K+].ClCCl.O1CCOCC1, predict the reaction product. The product is: [CH3:24][O:25][C:26]([CH:28]1[CH2:35][CH:34]2[N:36]([C:37]([C:2]3[CH:3]=[CH:4][C:5]4[C:10](=[C:9]([C:12]([F:13])([F:15])[F:14])[C:8]([O:16][CH:17]5[CH2:18][CH2:19][CH:20]([CH3:23])[CH2:21][CH2:22]5)=[CH:7][CH:6]=4)[CH:11]=3)=[O:38])[CH:30]([CH2:31][CH2:32][CH2:33]2)[CH2:29]1)=[O:27]. (9) Given the reactants [Br:1][C:2]1[CH:3]=[C:4]2[C:8](=[CH:9][CH:10]=1)[NH:7][CH:6]=[CH:5]2.[Sn](Cl)(Cl)(Cl)Cl.[CH3:16][O:17]C(Cl)Cl.Cl, predict the reaction product. The product is: [Br:1][C:2]1[CH:3]=[C:4]2[C:8](=[CH:9][CH:10]=1)[NH:7][CH:6]=[C:5]2[CH:16]=[O:17]. (10) Given the reactants [CH3:1][C:2]1([CH3:21])[C:11]2[N:10]=[C:9]([N:12]3[CH2:17][CH2:16][CH:15]([CH3:18])[CH2:14][CH2:13]3)C(C#N)=[CH:7][C:6]=2[CH2:5][CH2:4][CH2:3]1.[OH-:22].[K+].Cl.[CH2:25]([OH:27])[CH3:26], predict the reaction product. The product is: [CH3:1][C:2]1([CH3:21])[C:11]2[N:10]=[C:9]([N:12]3[CH2:17][CH2:16][CH:15]([CH3:18])[CH2:14][CH2:13]3)[C:26]([C:25]([OH:22])=[O:27])=[CH:7][C:6]=2[CH2:5][CH2:4][CH2:3]1.